This data is from PAMPA (Parallel Artificial Membrane Permeability Assay) permeability data from NCATS. The task is: Regression/Classification. Given a drug SMILES string, predict its absorption, distribution, metabolism, or excretion properties. Task type varies by dataset: regression for continuous measurements (e.g., permeability, clearance, half-life) or binary classification for categorical outcomes (e.g., BBB penetration, CYP inhibition). Dataset: pampa_ncats. (1) The molecule is CN1C2=C(C=CC(=C2)C(=O)NCCN3CCCC3)[S@@](=O)C4=CC=CC=C4C1=O. The result is 1 (high permeability). (2) The molecule is C1CCN(C1)[S+](=O)(C2=CC3=C(C=C2)OC(=N3)NC4=NC(C5=C(N4)CCCC5=O)C6=C(C=NN6)Cl)[O-]. The result is 1 (high permeability).